From a dataset of Full USPTO retrosynthesis dataset with 1.9M reactions from patents (1976-2016). Predict the reactants needed to synthesize the given product. (1) Given the product [N:8]1[C:7]2[CH:6]=[CH:5][N:4]=[CH:3][C:2]=2[O:1][C:12]=1[C:11]1[CH:15]=[CH:16][CH:17]=[CH:18][C:10]=1[NH2:9], predict the reactants needed to synthesize it. The reactants are: [OH:1][C:2]1[CH:3]=[N:4][CH:5]=[CH:6][C:7]=1[NH2:8].[NH2:9][C:10]1[CH:18]=[CH:17][CH:16]=[CH:15][C:11]=1[C:12](O)=O. (2) Given the product [Cl:1][C:2]1[CH:3]=[C:4]([CH2:10][S:12]([OH:15])(=[O:14])=[O:13])[CH:5]=[C:6]([O:8][CH3:9])[CH:7]=1, predict the reactants needed to synthesize it. The reactants are: [Cl:1][C:2]1[CH:7]=[C:6]([O:8][CH3:9])[CH:5]=[C:4]([CH2:10]Cl)[CH:3]=1.[S:12]([O-:15])([O-:14])=[O:13].[Na+].[Na+].C1(C)C=CC=CC=1.